From a dataset of Full USPTO retrosynthesis dataset with 1.9M reactions from patents (1976-2016). Predict the reactants needed to synthesize the given product. (1) Given the product [C:1]([C:5]1[C:13]([OH:14])=[CH:12][C:8]2[CH2:9][CH2:10][O:11][C:7]=2[CH:6]=1)([CH3:4])([CH3:2])[CH3:3], predict the reactants needed to synthesize it. The reactants are: [C:1]([C:5]1[C:13]([OH:14])=[CH:12][C:8]2[CH:9]=[CH:10][O:11][C:7]=2[CH:6]=1)([CH3:4])([CH3:3])[CH3:2]. (2) Given the product [CH3:19][C:14]1([CH3:12])[N:3]2[CH:5]([CH2:4][C:8](=[O:7])[CH2:2][CH2:1]2)[CH2:6][CH2:15]1, predict the reactants needed to synthesize it. The reactants are: [C:1](#[N:3])[CH3:2].[CH2:4]1[CH2:8][O:7][CH2:6][CH2:5]1.C[Si](C)(C)O[C:12]([CH:14]=[CH2:15])=C.Cl[CH2:19]Cl. (3) Given the product [N+:20]([C:16]1[CH:15]=[C:14]([C:12]2[O:13][C:2]3[C:3](=[C:4]([C:5]([OH:7])=[O:6])[CH:8]=[CH:9][CH:10]=3)[N:11]=2)[CH:19]=[CH:18][CH:17]=1)([O-:22])=[O:21], predict the reactants needed to synthesize it. The reactants are: O[C:2]1[C:3]([NH:11][C:12]([C:14]2[CH:19]=[CH:18][CH:17]=[C:16]([N+:20]([O-:22])=[O:21])[CH:15]=2)=[O:13])=[C:4]([CH:8]=[CH:9][CH:10]=1)[C:5]([OH:7])=[O:6].CC1C=CC(S(O)(=O)=O)=CC=1.